Dataset: Forward reaction prediction with 1.9M reactions from USPTO patents (1976-2016). Task: Predict the product of the given reaction. (1) Given the reactants CC1(C)C(C)(C)OB([C:9]2[CH:14]=[CH:13][C:12]([C:15]34[CH2:22][CH2:21][C:18]([CH2:23][C:24]([O:26][CH3:27])=[O:25])([CH2:19][CH2:20]3)[CH2:17][O:16]4)=[CH:11][CH:10]=2)O1.Br[C:30]1[CH:35]=[CH:34][C:33]([NH:36][C:37]([C:39]2[O:43][C:42]([CH2:44][CH3:45])=[N:41][C:40]=2[CH3:46])=[O:38])=[CH:32][CH:31]=1.P([O-])([O-])([O-])=O.[K+].[K+].[K+].C(COC)OC, predict the reaction product. The product is: [CH2:44]([C:42]1[O:43][C:39]([C:37]([NH:36][C:33]2[CH:34]=[CH:35][C:30]([C:9]3[CH:10]=[CH:11][C:12]([C:15]45[CH2:22][CH2:21][C:18]([CH2:23][C:24]([O:26][CH3:27])=[O:25])([CH2:19][CH2:20]4)[CH2:17][O:16]5)=[CH:13][CH:14]=3)=[CH:31][CH:32]=2)=[O:38])=[C:40]([CH3:46])[N:41]=1)[CH3:45]. (2) Given the reactants [Cl:1][C:2]1[CH:7]=[CH:6][C:5]([C:8]2[C:12]3[CH2:13][N:14]([S:17]([CH3:20])(=[O:19])=[O:18])[CH2:15][CH2:16][C:11]=3[N:10]([CH2:21][CH2:22][CH2:23][N:24]3[CH2:29][CH2:28][O:27][CH2:26][CH2:25]3)[N:9]=2)=[CH:4][C:3]=1[C:30]#[C:31][C:32]1[CH:37]=[CH:36][C:35]([NH2:38])=[CH:34][CH:33]=1.N1C=CC=CC=1.[CH3:45][C:46](OC(C)=O)=[O:47], predict the reaction product. The product is: [Cl:1][C:2]1[CH:7]=[CH:6][C:5]([C:8]2[C:12]3[CH2:13][N:14]([S:17]([CH3:20])(=[O:18])=[O:19])[CH2:15][CH2:16][C:11]=3[N:10]([CH2:21][CH2:22][CH2:23][N:24]3[CH2:25][CH2:26][O:27][CH2:28][CH2:29]3)[N:9]=2)=[CH:4][C:3]=1[C:30]#[C:31][C:32]1[CH:33]=[CH:34][C:35]([NH:38][C:46](=[O:47])[CH3:45])=[CH:36][CH:37]=1.